Task: Predict which catalyst facilitates the given reaction.. Dataset: Catalyst prediction with 721,799 reactions and 888 catalyst types from USPTO (1) Reactant: [NH2:1][S:2]([C:5]1[CH:6]=[CH:7][C:8]([N:11]2[C:15]([CH3:16])=[CH:14][C:13]([C:17](Cl)=[O:18])=[N:12]2)=[N:9][CH:10]=1)(=[O:4])=[O:3].[CH3:20][NH2:21]. Product: [NH2:1][S:2]([C:5]1[CH:6]=[CH:7][C:8]([N:11]2[C:15]([CH3:16])=[CH:14][C:13]([C:17]([NH:21][CH3:20])=[O:18])=[N:12]2)=[N:9][CH:10]=1)(=[O:4])=[O:3]. The catalyst class is: 1. (2) Reactant: [CH3:1][C:2]1[N:3]([C:8]2[CH:12]=[C:11]([C:13](N(OC)C)=[O:14])[NH:10][N:9]=2)[C:4]([CH3:7])=[CH:5][CH:6]=1.[CH3:19][Mg+].[Br-]. Product: [CH3:7][C:4]1[N:3]([C:8]2[CH:12]=[C:11]([C:13](=[O:14])[CH3:19])[NH:10][N:9]=2)[C:2]([CH3:1])=[CH:6][CH:5]=1. The catalyst class is: 1. (3) Reactant: C[Si]([N-][Si](C)(C)C)(C)C.[Na+].[Si:11]([O:18][CH2:19][C:20]([C:23]1[CH:24]=[C:25]([C:30]2[N:35]=[C:34]([CH3:36])[N:33]=[C:32]([NH2:37])[N:31]=2)[C:26](F)=[N:27][CH:28]=1)([CH3:22])[CH3:21])([C:14]([CH3:17])([CH3:16])[CH3:15])([CH3:13])[CH3:12].[F:38][C:39]1[CH:40]=[C:41]([NH2:47])[CH:42]=[N:43][C:44]=1[O:45][CH3:46]. Product: [Si:11]([O:18][CH2:19][C:20]([C:23]1[CH:24]=[C:25]([C:30]2[N:35]=[C:34]([CH3:36])[N:33]=[C:32]([NH2:37])[N:31]=2)[C:26]([NH:47][C:41]2[CH:42]=[N:43][C:44]([O:45][CH3:46])=[C:39]([F:38])[CH:40]=2)=[N:27][CH:28]=1)([CH3:21])[CH3:22])([C:14]([CH3:17])([CH3:16])[CH3:15])([CH3:12])[CH3:13]. The catalyst class is: 1. (4) Reactant: [Cl:1][C:2]1[CH:3]=[CH:4][C:5]([O:28][CH2:29][CH:30]([CH3:32])[CH3:31])=[C:6]([CH2:8][N:9]2[C:13]([CH3:14])=[CH:12][C:11]([C:15]([NH:17][C:18]3[N:23]=[CH:22][C:21]([C:24](OC)=[O:25])=[CH:20][CH:19]=3)=[O:16])=[N:10]2)[CH:7]=1.[H-].[Al+3].[Li+].[H-].[H-].[H-]. Product: [Cl:1][C:2]1[CH:3]=[CH:4][C:5]([O:28][CH2:29][CH:30]([CH3:32])[CH3:31])=[C:6]([CH2:8][N:9]2[C:13]([CH3:14])=[CH:12][C:11]([C:15]([NH:17][C:18]3[CH:19]=[CH:20][C:21]([CH2:24][OH:25])=[CH:22][N:23]=3)=[O:16])=[N:10]2)[CH:7]=1. The catalyst class is: 7. (5) Reactant: [CH2:1]([O:3][C:4](=[O:31])[C:5]([O:23][C:24]1[CH:29]=[CH:28][C:27]([CH3:30])=[CH:26][CH:25]=1)([CH3:22])[CH:6]([C:8]1[CH:13]=[CH:12][C:11]([O:14][CH2:15][C:16]2[CH:21]=[CH:20][CH:19]=[CH:18][CH:17]=2)=[CH:10][CH:9]=1)O)[CH3:2].B(F)(F)F.CCOCC.C([SiH](CC)CC)C.C([O-])([O-])=O.[Na+].[Na+]. Product: [CH2:1]([O:3][C:4](=[O:31])[C:5]([O:23][C:24]1[CH:25]=[CH:26][C:27]([CH3:30])=[CH:28][CH:29]=1)([CH3:22])[CH2:6][C:8]1[CH:9]=[CH:10][C:11]([O:14][CH2:15][C:16]2[CH:21]=[CH:20][CH:19]=[CH:18][CH:17]=2)=[CH:12][CH:13]=1)[CH3:2]. The catalyst class is: 2. (6) The catalyst class is: 122. Product: [Cl:1][C:2]1[CH:10]=[CH:9][C:8]2[N:7](/[CH:33]=[C:34](\[CH:36]3[CH2:41][CH2:40][CH2:39][CH2:38][CH2:37]3)/[CH3:35])[C:6]3[CH2:11][CH2:12][N:13]([CH3:15])[CH2:14][C:5]=3[C:4]=2[CH:3]=1. Reactant: [Cl:1][C:2]1[CH:10]=[CH:9][C:8]2[NH:7][C:6]3[CH2:11][CH2:12][N:13]([CH3:15])[CH2:14][C:5]=3[C:4]=2[CH:3]=1.P([O-])([O-])([O-])=O.[K+].[K+].[K+].N1CCC[C@H]1C(O)=O.Br[CH:33]=[C:34]([CH:36]1[CH2:41][CH2:40][CH2:39][CH2:38][CH2:37]1)[CH3:35]. (7) Reactant: [C:1]([O:5][C:6]([NH:8][C:9]1[CH:14]=[C:13]([CH3:15])[CH:12]=[CH:11][N:10]=1)=[O:7])([CH3:4])([CH3:3])[CH3:2].[CH3:16][CH2:17][CH2:18]CCC.[CH2:22]([Li])[CH2:23][CH2:24][CH3:25].[OH2:27].C([O:31][CH:32](C)C)(C)C. Product: [C:1]([O:5][C:6]([NH:8][C:9]1[CH:14]=[C:13]([CH2:15][C:22]([C:23]2[CH:16]=[CH:17][C:18]([O:31][CH3:32])=[CH:25][CH:24]=2)=[O:27])[CH:12]=[CH:11][N:10]=1)=[O:7])([CH3:4])([CH3:3])[CH3:2]. The catalyst class is: 7.